This data is from Human Reference Interactome with 51,813 positive PPI pairs across 8,248 proteins, plus equal number of experimentally-validated negative pairs. The task is: Binary Classification. Given two protein amino acid sequences, predict whether they physically interact or not. Protein 1 (ENSG00000172932) has sequence MAGPGPTFPLHRLVWANRHRELEAALHSHQVPPNS*XAISPEEYFDPNFSLESRNIGRPIEMSSKVQR*XAVAASGNPFPCEVDPTVFEVPNGYSVLGMERNEPLRDEDDDLLQFAIQQSLLEAGTEAEQATVYEEQLQLERALQESLQLSTEPRGPGSPPRTPPAPGPPSFEEQLRLALELSSREQEERERRGQQEEEDLQRILQLSLTEH*MAGPGPTFPLHRLVWANRHRELEAALHSHQHDIEQEDPRGRTPLELAVSLGNLESVRVLLRHNANVGKENRQGWAVLQEAVSTGDPE.... Protein 2 (ENSG00000132622) has sequence MLAVPEMGLQGLYIGSSPERSPVPSPPGSPRTQESCGIAPLTPSQSPKPEVRAPQQASFSVVVAIDFGTTSSGYAFSFASDPEAIHMMRKWEGGDPGVAHQKTPTCLLLTPEGAFHSFGYTARDYYHDLDPEEARDWLYFEKFKMKIHSATDLTLKTQLEAVNGKTMPALEVFAHALRFFREHALQELREQSPSLPEKDTVRWVLTVPAIWKQPAKQFMREAAYLAGLVSRENAEQLLIALEPEAASVYCRKLRLHQLLDLSGRAPGGGRLGERRSIDSSFRQAREQLRRSRHSRTFLVE.... Result: 0 (the proteins do not interact).